From a dataset of Forward reaction prediction with 1.9M reactions from USPTO patents (1976-2016). Predict the product of the given reaction. (1) Given the reactants O[C:2]1[CH:7]=[C:6]([CH3:8])O[C:4](=[O:9])[CH:3]=1.[F:10][C:11]1[CH:18]=[CH:17][C:14]([CH2:15][NH2:16])=[CH:13][CH:12]=1, predict the reaction product. The product is: [F:10][C:11]1[CH:18]=[CH:17][C:14]([CH2:15][N:16]2[C:6]([CH3:8])=[CH:7][C:2]([NH:16][CH2:15][C:14]3[CH:17]=[CH:18][C:11]([F:10])=[CH:12][CH:13]=3)=[CH:3][C:4]2=[O:9])=[CH:13][CH:12]=1. (2) Given the reactants CS(O[CH:6]([C:8]1[CH:21]=[C:20]2[C:11]([O:12][CH2:13][CH2:14][N:15]3[C:19]2=[N:18][C:17]([C:22]2[N:26]([CH:27]([CH3:29])[CH3:28])[N:25]=[CH:24][N:23]=2)=[CH:16]3)=[CH:10][CH:9]=1)[CH3:7])(=O)=O.[CH3:30][N:31]1[CH2:36][CH2:35][NH:34][CH2:33][CH2:32]1.O1CCOC[CH2:38]1, predict the reaction product. The product is: [CH:27]([N:26]1[C:22]([C:17]2[N:18]=[C:19]3[C:20]4[CH:21]=[C:8]([CH:6]([N:34]5[CH2:35][CH2:36][N:31]([CH3:30])[CH2:32][CH2:33]5)[CH2:7][CH3:38])[CH:9]=[CH:10][C:11]=4[O:12][CH2:13][CH2:14][N:15]3[CH:16]=2)=[N:23][CH:24]=[N:25]1)([CH3:29])[CH3:28]. (3) Given the reactants [CH3:1][N:2]1[C:6]2=[CH:7][N:8]=[CH:9][C:10]([C:11]3[CH:16]=[CH:15][C:14]([NH2:17])=[CH:13][CH:12]=3)=[C:5]2[CH:4]=[N:3]1.[F:18][C:19]1[CH:24]=[CH:23][C:22]([C:25]([F:28])([F:27])[F:26])=[CH:21][C:20]=1[N:29]=[C:30]=[O:31], predict the reaction product. The product is: [F:18][C:19]1[CH:24]=[CH:23][C:22]([C:25]([F:28])([F:27])[F:26])=[CH:21][C:20]=1[NH:29][C:30]([NH:17][C:14]1[CH:15]=[CH:16][C:11]([C:10]2[CH:9]=[N:8][CH:7]=[C:6]3[N:2]([CH3:1])[N:3]=[CH:4][C:5]=23)=[CH:12][CH:13]=1)=[O:31]. (4) Given the reactants Cl[C:2]1[CH:7]=[C:6]([Cl:8])[N:5]=[C:4]([NH2:9])[N:3]=1.[CH2:10]1[C:18]2[C:13](=[CH:14][CH:15]=[CH:16][CH:17]=2)[CH2:12][NH:11]1.C(N(CC)CC)C, predict the reaction product. The product is: [Cl:8][C:6]1[CH:7]=[C:2]([N:11]2[CH2:12][C:13]3[C:18](=[CH:17][CH:16]=[CH:15][CH:14]=3)[CH2:10]2)[N:3]=[C:4]([NH2:9])[N:5]=1.